From a dataset of Forward reaction prediction with 1.9M reactions from USPTO patents (1976-2016). Predict the product of the given reaction. (1) Given the reactants [CH2:1]([N:3]([CH2:12][C:13]1[CH:18]=[C:17]([C:19]([F:22])([F:21])[F:20])[CH:16]=[CH:15][C:14]=1B1OC(C)(C)C(C)(C)O1)[C:4](=[O:11])[C:5]1[CH:10]=[CH:9][CH:8]=[CH:7][CH:6]=1)[CH3:2].[CH3:32][O:33][C:34](=[O:44])[CH2:35][C:36]1[CH:41]=[C:40]([Cl:42])[CH:39]=[C:38](Br)[CH:37]=1, predict the reaction product. The product is: [CH3:32][O:33][C:34](=[O:44])[CH2:35][C:36]1[CH:37]=[C:38]([C:14]2[CH:15]=[CH:16][C:17]([C:19]([F:21])([F:22])[F:20])=[CH:18][C:13]=2[CH2:12][N:3]([C:4](=[O:11])[C:5]2[CH:6]=[CH:7][CH:8]=[CH:9][CH:10]=2)[CH2:1][CH3:2])[CH:39]=[C:40]([Cl:42])[CH:41]=1. (2) Given the reactants Cl[C:2]1[CH:7]=[CH:6][N:5]=[C:4]([NH:8][C:9]2[CH:14]=[CH:13][CH:12]=[C:11]([Cl:15])[CH:10]=2)[N:3]=1.[NH2:16][CH2:17][CH:18]1[CH2:23][CH2:22][CH2:21][CH2:20][N:19]1[C:24]([O:26][C:27]([CH3:30])([CH3:29])[CH3:28])=[O:25].C(N(C(C)C)CC)(C)C, predict the reaction product. The product is: [C:27]([O:26][C:24]([N:19]1[CH2:20][CH2:21][CH2:22][CH2:23][CH:18]1[CH2:17][NH:16][C:2]1[CH:7]=[CH:6][N:5]=[C:4]([NH:8][C:9]2[CH:14]=[CH:13][CH:12]=[C:11]([Cl:15])[CH:10]=2)[N:3]=1)=[O:25])([CH3:30])([CH3:29])[CH3:28]. (3) Given the reactants C1(S[C:7]2[CH:12]=[C:11]([CH3:13])[CH:10]=[C:9]([I:14])[CH:8]=2)CCCC1.ClC1C=[C:18]([CH:23]=[CH:24][CH:25]=1)[C:19](OO)=O.[S:26](S([O-])=O)([O-:29])(=O)=[O:27].[Na+].[Na+], predict the reaction product. The product is: [CH:19]1([S:26]([C:7]2[CH:12]=[C:11]([CH3:13])[CH:10]=[C:9]([I:14])[CH:8]=2)(=[O:29])=[O:27])[CH2:18][CH2:23][CH2:24][CH2:25]1.